From a dataset of Forward reaction prediction with 1.9M reactions from USPTO patents (1976-2016). Predict the product of the given reaction. (1) Given the reactants [CH3:1][C@@:2]12[C:10](=[O:11])[CH2:9][CH2:8][C@H:7]1[C@@H:6]1[CH2:12][CH:13]=[C:14]3[CH2:19][C@@H:18]([OH:20])[CH2:17][CH2:16][C@:15]3([CH3:21])[C@H:5]1[CH2:4][CH2:3]2.CN(C1C=CC=CN=1)C.[C:31]([OH:36])(=[O:35])[C:32]([CH3:34])=[O:33].C1(N=C=NC2CCCCC2)CCCCC1, predict the reaction product. The product is: [CH3:1][C@@:2]12[C:10](=[O:11])[CH2:9][CH2:8][C@H:7]1[C@@H:6]1[CH2:12][CH:13]=[C:14]3[CH2:19][C@@H:18]([OH:20])[CH2:17][CH2:16][C@:15]3([CH3:21])[C@H:5]1[CH2:4][CH2:3]2.[C:31]([O-:36])(=[O:35])[C:32]([CH3:34])=[O:33]. (2) Given the reactants C(OC(=O)[NH:7][C@H:8]([C:10](=[O:19])[NH:11][CH2:12][C:13]1[CH:18]=[CH:17][CH:16]=[CH:15][CH:14]=1)[CH3:9])(C)(C)C.[F:21][C:22]([F:27])([F:26])[C:23]([OH:25])=[O:24], predict the reaction product. The product is: [F:21][C:22]([F:27])([F:26])[C:23]([O-:25])=[O:24].[CH2:12]([NH:11][C:10]([C@@H:8]([NH3+:7])[CH3:9])=[O:19])[C:13]1[CH:18]=[CH:17][CH:16]=[CH:15][CH:14]=1. (3) Given the reactants [CH3:1][C:2]1[C:7]([CH3:8])=[C:6]([O:9][CH2:10][C:11]([F:14])([F:13])[F:12])[CH:5]=[CH:4][N+:3]=1[O-].[CH3:16][C:17]([O:19]C(C)=O)=[O:18], predict the reaction product. The product is: [C:17]([O:19][CH2:1][C:2]1[C:7]([CH3:8])=[C:6]([O:9][CH2:10][C:11]([F:14])([F:13])[F:12])[CH:5]=[CH:4][N:3]=1)(=[O:18])[CH3:16]. (4) Given the reactants CS[C:3]([N:7]1[CH2:11][C:10]([CH3:13])([CH3:12])[CH:9]=[N:8]1)=[N:4][CH2:5][CH3:6].[S:14]([NH2:24])(=[O:23])([C:16]1[CH:21]=[CH:20][C:19]([NH2:22])=[CH:18][CH:17]=1)=[O:15], predict the reaction product. The product is: [NH2:22][C:19]1[CH:20]=[CH:21][C:16]([S:14]([N:24]=[C:3]([N:7]2[CH2:11][C:10]([CH3:12])([CH3:13])[CH:9]=[N:8]2)[NH:4][CH2:5][CH3:6])(=[O:15])=[O:23])=[CH:17][CH:18]=1. (5) Given the reactants O[CH2:2][C:3]1[N:4]=[C:5]2[C:10](=[N:11][CH:12]=1)[N:9]=[CH:8][N:7]=[CH:6]2.[Br:13]Br.C1(P(C2C=CC=CC=2)C2C=CC=CC=2)C=CC=CC=1, predict the reaction product. The product is: [Br:13][CH2:2][C:3]1[N:4]=[C:5]2[C:10](=[N:11][CH:12]=1)[N:9]=[CH:8][N:7]=[CH:6]2. (6) Given the reactants C([O:3][C:4]([CH:6]1[CH2:11][CH2:10][N:9]([C:12]2[CH:17]=[C:16]([N+:18]([O-:20])=[O:19])[CH:15]=[CH:14][C:13]=2[O:21][CH3:22])[CH2:8][CH2:7]1)=[O:5])C.[OH-].[Na+], predict the reaction product. The product is: [CH3:22][O:21][C:13]1[CH:14]=[CH:15][C:16]([N+:18]([O-:20])=[O:19])=[CH:17][C:12]=1[N:9]1[CH2:10][CH2:11][CH:6]([C:4]([OH:5])=[O:3])[CH2:7][CH2:8]1. (7) Given the reactants Br[C:2]1[C:3]([F:19])=[C:4]([F:18])[C:5]([N:10]2[CH2:15][CH:14]([CH3:16])[O:13][CH:12]([CH3:17])[CH2:11]2)=[C:6]([CH:9]=1)[CH:7]=[O:8].[B:20]1([B:20]2[O:24][C:23]([CH3:26])([CH3:25])[C:22]([CH3:28])([CH3:27])[O:21]2)[O:24][C:23]([CH3:26])([CH3:25])[C:22]([CH3:28])([CH3:27])[O:21]1.C([O-])(=O)C.[K+], predict the reaction product. The product is: [CH3:17][CH:12]1[O:13][CH:14]([CH3:16])[CH2:15][N:10]([C:5]2[C:4]([F:18])=[C:3]([F:19])[C:2]([B:20]3[O:24][C:23]([CH3:26])([CH3:25])[C:22]([CH3:28])([CH3:27])[O:21]3)=[CH:9][C:6]=2[CH:7]=[O:8])[CH2:11]1.